Dataset: Drug-target binding data from BindingDB using IC50 measurements. Task: Regression. Given a target protein amino acid sequence and a drug SMILES string, predict the binding affinity score between them. We predict pIC50 (pIC50 = -log10(IC50 in M); higher means more potent). Dataset: bindingdb_ic50. (1) The drug is CC1(C)[C@H](C(=O)O)N2C(=O)C[C@H]2S1(=O)=O. The target protein (P30897) has sequence MNVRQHKASFFSVVITFLCLTLSLNANATDSVLEAVTNAETELGARIGLAAHDLETGKRWEHKSNERFPLSSTFKTLACANVLQRVDLGKERIDRVVRFSESNLVTYSPVTEKHVGKKGMSLAELCQATLSTSDNSAANFILQAIGGPKALTKFLRSIGDDTTRLDRWEPELNEAVPGDKRDTTTPIAMVTTLEKLLIDETLSIKSRQQLESWLKGNEVGDALFRKGVPSDWIVADRTGAGGYGSRAITAVMWPPNRKPIVAALYITETDASFEERNAVIAKIGEQIAKTVLMENSRN. The pIC50 is 6.5. (2) The drug is Cc1ccc(-c2csc(-c3ccncc3)n2)cc1. The target protein (Q12772) has sequence MDDSGELGGLETMETLTELGDELTLGDIDEMLQFVSNQVGEFPDLFSEQLCSSFPGSGGSGSSSGSSGSSSSSSNGRGSSSGAVDPSVQRSFTQVTLPSFSPSAASPQAPTLQVKVSPTSVPTTPRATPILQPRPQPQPQPQTQLQQQTVMITPTFSTTPQTRIIQQPLIYQNAATSFQVLQPQVQSLVTSSQVQPVTIQQQVQTVQAQRVLTQTANGTLQTLAPATVQTVAAPQVQQVPVLVQPQIIKTDSLVLTTLKTDGSPVMAAVQNPALTALTTPIQTAALQVPTLVGSSGTILTTMPVMMGQEKVPIKQVPGGVKQLEPPKEGERRTTHNIIEKRYRSSINDKIIELKDLVMGTDAKMHKSGVLRKAIDYIKYLQQVNHKLRQENMVLKLANQKNKLLKGIDLGSLVDNEVDLKIEDFNQNVLLMSPPASDSGSQAGFSPYSIDSEPGSPLLDDAKVKDEPDSPPVALGMVDRSRILLCVLTFLCLSFNPLTSL.... The pIC50 is 4.5. (3) The compound is C=C/C(C)=C\CC/C(C)=C/c1cc(C(=O)O)co1. The target protein (P00630) has sequence MQVVLGSLFLLLLSTSHGWQIRDRIGDNELEERIIYPGTLWCGHGNKSSGPNELGRFKHTDACCRTHDMCPDVMSAGESKHGLTNTASHTRLSCDCDDKFYDCLKNSADTISSYFVGKMYFNLIDTKCYKLEHPVTGCGERTEGRCLHYTVDKSKPKVYQWFDLRKY. The pIC50 is 3.3. (4) The small molecule is O=COCc1ccc2c(ccc(=O)n2Cc2ccc(C(O)(C(F)(F)F)C(F)(F)F)cc2)c1. The target protein (Q96PD4) has sequence MTVKTLHGPAMVKYLLLSILGLAFLSEAAARKIPKVGHTFFQKPESCPPVPGGSMKLDIGIINENQRVSMSRNIESRSTSPWNYTVTWDPNRYPSEVVQAQCRNLGCINAQGKEDISMNSVPIQQETLVVRRKHQGCSVSFQLEKVLVTVGCTCVTPVIHHVQ. The pIC50 is 5.0. (5) The drug is CCOc1nn(C)cc1Nc1ncc(F)c(-c2c[nH]c3c(NC(=O)[C@@H](C)N4CCN(C)C[C@@H]4C)cccc23)n1. The target protein sequence is CQDPTIFEERHLKYISQLGKGNFGSVELCRYDPLGDNTGALVAVKQLQHSGPDQQRDFQREIQILKALHSDFIVKYRGVSYGPGRQSLRLVMEYLPSGCLRDFLQRHRARLDASRLLLYSSQICKGMEYLGSRRCVHRDLAARNILVESEAHVKIADFGLAKLLPLDKDYYVVREPGQSPIFWYAPESLSDNIFSRQSDVWSFGVVLYELFTYCDKSCSPSAEFLRMMGCERDVPALCRLLELLEEGQRLPAPPACPAEVHELMKLCWAPSPQDRPSFSALGPQLDMLWSGSRGCETHAFTAHPEGKHHSLSFS. The pIC50 is 4.5. (6) The small molecule is Cc1ccc(C(=O)c2cc(O)c(O)c([N+](=O)[O-])c2)cc1. The target protein (Q13118) has sequence MLNFGASLQQTAEERMEMISERPKESMYSWNKTAEKSDFEAVEALMSMSCSWKSDFKKYVENRPVTPVSDLSEEENLLPGTPDFHTIPAFCLTPPYSPSDFEPSQVSNLMAPAPSTVHFKSLSDTAKPHIAAPFKEEEKSPVSAPKLPKAQATSVIRHTADAQLCNHQTCPMKAASILNYQNNSFRRRTHLNVEAARKNIPCAAVSPNRSKCERNTVADVDEKASAALYDFSVPSSETVICRSQPAPVSPQQKSVLVSPPAVSAGGVPPMPVICQMVPLPANNPVVTTVVPSTPPSQPPAVCPPVVFMGTQVPKGAVMFVVPQPVVQSSKPPVVSPNGTRLSPIAPAPGFSPSAAKVTPQIDSSRIRSHICSHPGCGKTYFKSSHLKAHTRTHTGEKPFSCSWKGCERRFARSDELSRHRRTHTGEKKFACPMCDRRFMRSDHLTKHARRHLSAKKLPNWQMEVSKLNDIALPPTPAPTQ. The pIC50 is 4.3. (7) The small molecule is CC(C)[C@H](NC(=O)[C@H](C)NC(=O)[C@@H](NC(=O)c1ccccc1)C(C)(C)C)C(=O)C(=O)NCc1ccc(CN(C)C)cc1. The target protein (P08176) has sequence MKIVLAIASLLALSAVYARPSSIKTFEEYKKAFNKSYATFEDEEAARKNFLESVKYVQSNGGAINHLSDLSLDEFKNRFLMSAEAFEHLKTQFDLNAETNACSINGNAPAEIDLRQMRTVTPIRMQGGCGSCWAFSGVAATESAYLAYRNQSLDLAEQELVDCASQHGCHGDTIPRGIEYIQHNGVVQESYYRYVAREQSCRRPNAQRFGISNYCQIYPPNVNKIREALAQTHSAIAVIIGIKDLDAFRHYDGRTIIQRDNGYQPNYHAVNIVGYSNAQGVDYWIVRNSWDTNWGDNGYGYFAANIDLMMIEEYPYVVIL. The pIC50 is 8.1.